This data is from Forward reaction prediction with 1.9M reactions from USPTO patents (1976-2016). The task is: Predict the product of the given reaction. (1) Given the reactants [Br:1][C:2]1[CH:7]=[CH:6][CH:5]=[C:4]([N+:8]([O-:10])=[O:9])[C:3]=1Cl.[Cl:12][CH2:13][CH2:14][CH2:15][SH:16].[OH-].[K+], predict the reaction product. The product is: [Br:1][C:2]1[CH:7]=[CH:6][CH:5]=[C:4]([N+:8]([O-:10])=[O:9])[C:3]=1[S:16][CH2:15][CH2:14][CH2:13][Cl:12]. (2) Given the reactants [CH3:1][O:2][C:3]1[CH:4]=[C:5]2[C:10](=[CH:11][C:12]=1[O:13][CH3:14])[C:9]([CH3:15])=[N:8][CH2:7][CH2:6]2.[Cl:16][C:17]1[CH:22]=[C:21]([Cl:23])[CH:20]=[CH:19][C:18]=1[CH2:24]Cl, predict the reaction product. The product is: [Cl:16][C:17]1[CH:22]=[C:21]([Cl:23])[CH:20]=[CH:19][C:18]=1[CH2:24][CH2:15][C@H:9]1[C:10]2[C:5](=[CH:4][C:3]([O:2][CH3:1])=[C:12]([O:13][CH3:14])[CH:11]=2)[CH2:6][CH2:7][NH:8]1. (3) Given the reactants Cl[C:2]([F:16])([F:15])[C:3]1[NH:7][C:6]2[CH:8]=[CH:9][CH:10]=[C:11]([C:12]([NH2:14])=[O:13])[C:5]=2[N:4]=1.CN(C)[CH:19]=[O:20].O, predict the reaction product. The product is: [F:15][C:2]([F:16])([O:20][CH3:19])[C:3]1[NH:7][C:6]2[CH:8]=[CH:9][CH:10]=[C:11]([C:12]([NH2:14])=[O:13])[C:5]=2[N:4]=1. (4) Given the reactants [C:1](#[N:3])[CH3:2].C([Li])CCC.C(O[C:12](=[O:22])[C:13]1[CH:18]=[CH:17][C:16]([N:19]([CH3:21])[CH3:20])=[CH:15][CH:14]=1)C, predict the reaction product. The product is: [CH3:21][N:19]([CH3:20])[C:16]1[CH:15]=[CH:14][C:13]([C:12](=[O:22])[CH2:2][C:1]#[N:3])=[CH:18][CH:17]=1.